Task: Regression. Given a peptide amino acid sequence and an MHC pseudo amino acid sequence, predict their binding affinity value. This is MHC class I binding data.. Dataset: Peptide-MHC class I binding affinity with 185,985 pairs from IEDB/IMGT The peptide sequence is IFDDLQGSL. The MHC is HLA-A68:02 with pseudo-sequence HLA-A68:02. The binding affinity (normalized) is 0.0847.